From a dataset of Reaction yield outcomes from USPTO patents with 853,638 reactions. Predict the reaction yield, written as a fraction of the theoretical maximum amount of product (1.0 means a 100% yield; for example, 0.34 means a 34% yield). (1) The reactants are [NH2:1][C:2]1[CH:11]=[CH:10][CH:9]=[C:8]2[C:3]=1[CH:4]=[CH:5][N:6]=[CH:7]2.O.O.O.O.O.O.[F:18][C:19]([F:27])([F:26])[C:20]([C:22]([F:25])([F:24])[F:23])=[O:21]. The catalyst is C1(C)C=CC(S(O)(=O)=O)=CC=1. The product is [NH2:1][C:2]1[C:11]([C:20]([OH:21])([C:22]([F:25])([F:24])[F:23])[C:19]([F:27])([F:26])[F:18])=[CH:10][CH:9]=[C:8]2[C:3]=1[CH:4]=[CH:5][N:6]=[CH:7]2. The yield is 0.300. (2) The reactants are Br[C:2]1[C:3]2[O:12][C:11]([CH2:13][N:14]3[CH2:19][CH2:18][N:17]([S:20]([CH3:23])(=[O:22])=[O:21])[CH2:16][CH2:15]3)=[CH:10][C:4]=2[C:5](=[O:9])[N:6]([CH3:8])[CH:7]=1.IC1C(=O)N(C)C=C(I)C=1OC.[CH2:36]([NH:43][C:44]1[CH:49]=[CH:48][CH:47]=[C:46](B2OC(C)(C)C(C)(C)O2)[CH:45]=1)[C:37]1[CH:42]=[CH:41][CH:40]=[CH:39][CH:38]=1.C(=O)([O-])[O-].[K+].[K+]. The catalyst is CCO.C1(C)C=CC=CC=1. The product is [CH2:36]([NH:43][C:44]1[CH:45]=[C:46]([C:2]2[C:3]3[O:12][C:11]([CH2:13][N:14]4[CH2:19][CH2:18][N:17]([S:20]([CH3:23])(=[O:22])=[O:21])[CH2:16][CH2:15]4)=[CH:10][C:4]=3[C:5](=[O:9])[N:6]([CH3:8])[CH:7]=2)[CH:47]=[CH:48][CH:49]=1)[C:37]1[CH:42]=[CH:41][CH:40]=[CH:39][CH:38]=1. The yield is 0.170. (3) The reactants are [CH3:1][N:2]([CH2:10][C:11]1[CH:15]=[C:14]([C:16]2[C:17](=[O:23])[N:18]([CH3:22])[CH:19]=[CH:20][CH:21]=2)[N:13]([S:24]([C:27]2[CH:32]=[CH:31][CH:30]=[CH:29][CH:28]=2)(=[O:26])=[O:25])[CH:12]=1)C(=O)OC(C)(C)C.C(OCC)(=O)C.[ClH:39]. The catalyst is C(OCC)(=O)C.C(O)C. The product is [ClH:39].[CH3:22][N:18]1[CH:19]=[CH:20][CH:21]=[C:16]([C:14]2[N:13]([S:24]([C:27]3[CH:28]=[CH:29][CH:30]=[CH:31][CH:32]=3)(=[O:26])=[O:25])[CH:12]=[C:11]([CH2:10][NH:2][CH3:1])[CH:15]=2)[C:17]1=[O:23]. The yield is 0.780. (4) The reactants are [Cl:1][CH2:2][C:3](=[O:12])[CH2:4][C:5]([O:7][CH2:8][C:9](=[CH2:11])[CH3:10])=[O:6].C(OCCC)(OCCC)O[CH2:15][CH2:16][CH3:17].O=P12OP3(OP(OP(O3)(O1)=O)(=O)O2)=O. The catalyst is S(=O)(=O)(O)O.C(Cl)(Cl)Cl. The product is [Cl:1][CH2:2]/[C:3](/[O:12][CH2:15][CH2:16][CH3:17])=[CH:4]\[C:5]([O:7][CH2:8][C:9](=[CH2:10])[CH3:11])=[O:6]. The yield is 0.630. (5) The reactants are C([N:4]1[C:8]2[CH:9]=[N:10][C:11]3[CH:12]=[CH:13][C:14](Br)=[CH:15][C:16]=3[C:7]=2[C:6]([C:18]2[CH:23]=[CH:22][C:21]([C:24]([CH3:28])([CH3:27])[C:25]#[N:26])=[CH:20][CH:19]=2)=[N:5]1)(=O)C.[N+:29]([C:32]1[CH:33]=[C:34](B(O)O)[CH:35]=[CH:36][CH:37]=1)([O-:31])=[O:30].C([O-])([O-])=O.[Na+].[Na+]. The catalyst is CN(C=O)C.C1C=CC([P]([Pd]([P](C2C=CC=CC=2)(C2C=CC=CC=2)C2C=CC=CC=2)([P](C2C=CC=CC=2)(C2C=CC=CC=2)C2C=CC=CC=2)[P](C2C=CC=CC=2)(C2C=CC=CC=2)C2C=CC=CC=2)(C2C=CC=CC=2)C2C=CC=CC=2)=CC=1. The product is [N+:29]([C:32]1[CH:37]=[C:36]([C:14]2[CH:13]=[CH:12][C:11]3[N:10]=[CH:9][C:8]4[NH:4][N:5]=[C:6]([C:18]5[CH:19]=[CH:20][C:21]([C:24]([CH3:27])([CH3:28])[C:25]#[N:26])=[CH:22][CH:23]=5)[C:7]=4[C:16]=3[CH:15]=2)[CH:35]=[CH:34][CH:33]=1)([O-:31])=[O:30]. The yield is 0.700. (6) The reactants are [CH3:1][C:2]1[CH:7]=[CH:6][C:5]([C:8]2[NH:12][N:11]=[N:10][N:9]=2)=[CH:4][CH:3]=1.C([O-])([O-])=O.[K+].[K+].[CH2:19]([O:26][C:27](=[O:30])[CH2:28]Br)[C:20]1[CH:25]=[CH:24][CH:23]=[CH:22][CH:21]=1. The catalyst is CN(C=O)C.C(OCC)(=O)C. The product is [CH2:19]([O:26][C:27](=[O:30])[CH2:28][N:12]1[C:8]([C:5]2[CH:4]=[CH:3][C:2]([CH3:1])=[CH:7][CH:6]=2)=[N:9][N:10]=[N:11]1)[C:20]1[CH:25]=[CH:24][CH:23]=[CH:22][CH:21]=1. The yield is 0.880. (7) The reactants are [CH2:1]([N:3]1[CH:7]=[C:6]([C:8]2[CH:9]=[C:10]([CH:12]=[CH:13][CH:14]=2)[NH2:11])[C:5]([C:15]2[CH:20]=[CH:19][N:18]=[CH:17][CH:16]=2)=[N:4]1)[CH3:2].[Cl:21][C:22]1[CH:27]=[CH:26][CH:25]=[CH:24][C:23]=1[N:28]=[C:29]=[O:30]. The catalyst is C(Cl)Cl. The product is [Cl:21][C:22]1[CH:27]=[CH:26][CH:25]=[CH:24][C:23]=1[NH:28][C:29]([NH:11][C:10]1[CH:12]=[CH:13][CH:14]=[C:8]([C:6]2[C:5]([C:15]3[CH:16]=[CH:17][N:18]=[CH:19][CH:20]=3)=[N:4][N:3]([CH2:1][CH3:2])[CH:7]=2)[CH:9]=1)=[O:30]. The yield is 0.650.